Dataset: Full USPTO retrosynthesis dataset with 1.9M reactions from patents (1976-2016). Task: Predict the reactants needed to synthesize the given product. (1) Given the product [CH3:21][NH:22][C:23]1[N:24]=[CH:25][C:26]([C:2]2[CH:3]=[CH:4][N:5]3[C:10]([C:11]=2[CH3:12])=[C:9]([CH:13]2[CH2:15][CH2:14]2)[CH:8]=[C:7]([C:16]([O:18][CH3:19])=[O:17])[C:6]3=[O:20])=[CH:27][CH:28]=1, predict the reactants needed to synthesize it. The reactants are: Cl[C:2]1[CH:3]=[CH:4][N:5]2[C:10]([C:11]=1[CH3:12])=[C:9]([CH:13]1[CH2:15][CH2:14]1)[CH:8]=[C:7]([C:16]([O:18][CH3:19])=[O:17])[C:6]2=[O:20].[CH3:21][NH:22][C:23]1[CH:28]=[CH:27][C:26](C2OC(C)(C)C(C)(C)O2)=[CH:25][N:24]=1. (2) Given the product [Cl:1][C:2]1[C:3]2[N:4]([CH:27]=[N:28][CH:29]=2)[C:5]([N:20]2[CH2:24][CH2:23][C@H:22]([OH:25])[CH2:21]2)=[C:6]([CH:8]([NH:10][C:11]2[N:19]=[CH:18][N:17]=[C:16]3[C:12]=2[N:13]=[CH:14][NH:15]3)[CH3:9])[CH:7]=1, predict the reactants needed to synthesize it. The reactants are: [Cl:1][C:2]1[C:3]2[N:4]([CH:27]=[N:28][CH:29]=2)[C:5]([N:20]2[CH2:24][CH2:23][C@H:22]([O:25]C)[CH2:21]2)=[C:6]([CH:8]([NH:10][C:11]2[N:19]=[CH:18][N:17]=[C:16]3[C:12]=2[N:13]=[CH:14][NH:15]3)[CH3:9])[CH:7]=1.C(Cl)Cl.B(Br)(Br)Br. (3) Given the product [CH2:1]([N:8]([CH3:15])[CH:9]1[CH2:14][CH2:13][N:12]([C:17]2[CH:22]=[N:21][C:20]([O:23][CH3:24])=[CH:19][CH:18]=2)[CH2:11][CH2:10]1)[C:2]1[CH:3]=[CH:4][CH:5]=[CH:6][CH:7]=1, predict the reactants needed to synthesize it. The reactants are: [CH2:1]([N:8]([CH3:15])[CH:9]1[CH2:14][CH2:13][NH:12][CH2:11][CH2:10]1)[C:2]1[CH:7]=[CH:6][CH:5]=[CH:4][CH:3]=1.Br[C:17]1[CH:18]=[CH:19][C:20]([O:23][CH3:24])=[N:21][CH:22]=1.C(O[Na])(C)(C)C.CC1(C)C2C(=C(P(C3C=CC=CC=3)C3C=CC=CC=3)C=CC=2)OC2C(P(C3C=CC=CC=3)C3C=CC=CC=3)=CC=CC1=2. (4) Given the product [NH2:7][CH:8]1[CH2:12][CH2:11][N:10]([C:13]2[CH:14]=[N:15][C:16]([O:22][C:23]3[CH:28]=[CH:27][C:26]([O:29][C:30]4[CH:35]=[CH:34][CH:33]=[CH:32][CH:31]=4)=[CH:25][CH:24]=3)=[C:17]([CH:18]=2)[C:19]([NH2:20])=[O:21])[CH2:9]1, predict the reactants needed to synthesize it. The reactants are: C(OC(=O)[NH:7][CH:8]1[CH2:12][CH2:11][N:10]([C:13]2[CH:14]=[N:15][C:16]([O:22][C:23]3[CH:28]=[CH:27][C:26]([O:29][C:30]4[CH:35]=[CH:34][CH:33]=[CH:32][CH:31]=4)=[CH:25][CH:24]=3)=[C:17]([C:19](=[O:21])[NH2:20])[CH:18]=2)[CH2:9]1)(C)(C)C.Cl. (5) The reactants are: C([O:3][C:4](=[O:24])[CH2:5][O:6][C:7]1[CH:12]=[CH:11][C:10]([S:13][CH2:14][CH2:15][CH:16]([O:18]S(C)(=O)=O)[CH3:17])=[CH:9][C:8]=1[CH3:23])C.[F:25][C:26]1[CH:43]=[CH:42][C:29]([O:30][C:31]2[CH:36]=[C:35]([C:37]([F:40])([F:39])[F:38])[CH:34]=[CH:33][C:32]=2O)=[CH:28][CH:27]=1. Given the product [F:25][C:26]1[CH:27]=[CH:28][C:29]([O:30][C:31]2[CH:36]=[C:35]([C:37]([F:38])([F:39])[F:40])[CH:34]=[CH:33][C:32]=2[O:18][C@H:16]([CH3:17])[CH2:15][CH2:14][S:13][C:10]2[CH:11]=[CH:12][C:7]([O:6][CH2:5][C:4]([OH:3])=[O:24])=[C:8]([CH3:23])[CH:9]=2)=[CH:42][CH:43]=1, predict the reactants needed to synthesize it. (6) Given the product [F:28][C:29]1[C:34]([C:2]2[N:7]=[C:6]([CH3:8])[N:5]=[C:4]([N:9]([CH2:19][C:20]3[CH:25]=[CH:24][C:23]([O:26][CH3:27])=[CH:22][CH:21]=3)[CH2:10][C:11]3[CH:16]=[CH:15][C:14]([O:17][CH3:18])=[CH:13][CH:12]=3)[N:3]=2)=[CH:33][C:32]([CH2:38][N:39]2[CH2:44][CH2:43][O:42][CH2:41][CH2:40]2)=[CH:31][N:30]=1, predict the reactants needed to synthesize it. The reactants are: Cl[C:2]1[N:7]=[C:6]([CH3:8])[N:5]=[C:4]([N:9]([CH2:19][C:20]2[CH:25]=[CH:24][C:23]([O:26][CH3:27])=[CH:22][CH:21]=2)[CH2:10][C:11]2[CH:16]=[CH:15][C:14]([O:17][CH3:18])=[CH:13][CH:12]=2)[N:3]=1.[F:28][C:29]1[C:34](B(O)O)=[CH:33][C:32]([CH2:38][N:39]2[CH2:44][CH2:43][O:42][CH2:41][CH2:40]2)=[CH:31][N:30]=1.C([O-])(=O)C.[K+].O. (7) Given the product [Cl:7][C:5]1[N:6]=[C:2]([NH:1][C:10](=[O:11])[O:12][C:13]([CH3:16])([CH3:15])[CH3:14])[S:3][C:4]=1[CH:8]=[O:9], predict the reactants needed to synthesize it. The reactants are: [NH2:1][C:2]1[S:3][C:4]([CH:8]=[O:9])=[C:5]([Cl:7])[N:6]=1.[C:10](O[C:10]([O:12][C:13]([CH3:16])([CH3:15])[CH3:14])=[O:11])([O:12][C:13]([CH3:16])([CH3:15])[CH3:14])=[O:11]. (8) Given the product [N:1]1([CH2:5][C:6]2[N:10]([CH3:11])[N:9]=[C:8]([NH:12][C:14]3[C:15](=[O:22])[NH:16][N:17]=[C:18]([Cl:20])[CH:19]=3)[CH:7]=2)[CH2:4][CH2:3][CH2:2]1, predict the reactants needed to synthesize it. The reactants are: [N:1]1([CH2:5][C:6]2[N:10]([CH3:11])[N:9]=[C:8]([NH2:12])[CH:7]=2)[CH2:4][CH2:3][CH2:2]1.Br[C:14]1[C:15](=[O:22])[N:16](C)[N:17]=[C:18]([Cl:20])[CH:19]=1.C[Si](C)(C)[N-][Si](C)(C)C.[Li+].CC1(C)C2C(=C(P(C3C=CC=CC=3)C3C=CC=CC=3)C=CC=2)OC2C(P(C3C=CC=CC=3)C3C=CC=CC=3)=CC=CC1=2.Cl.